This data is from Peptide-MHC class I binding affinity with 185,985 pairs from IEDB/IMGT. The task is: Regression. Given a peptide amino acid sequence and an MHC pseudo amino acid sequence, predict their binding affinity value. This is MHC class I binding data. (1) The peptide sequence is RSEVELCIY. The MHC is HLA-A30:01 with pseudo-sequence HLA-A30:01. The binding affinity (normalized) is 0.149. (2) The peptide sequence is RIRQGLERA. The binding affinity (normalized) is 0. The MHC is HLA-B40:01 with pseudo-sequence HLA-B40:01. (3) The peptide sequence is LLWAARPRL. The MHC is HLA-B07:02 with pseudo-sequence HLA-B07:02. The binding affinity (normalized) is 0.577. (4) The peptide sequence is RPVFARLPF. The MHC is HLA-B46:01 with pseudo-sequence HLA-B46:01. The binding affinity (normalized) is 0.0847.